Dataset: Full USPTO retrosynthesis dataset with 1.9M reactions from patents (1976-2016). Task: Predict the reactants needed to synthesize the given product. (1) The reactants are: [Cl:1][C:2]1[CH:3]=[CH:4][C:5]([OH:25])=[C:6]([CH2:8][C:9]2[O:13][C:12]([C:14]([NH:16][C:17]3[C:22]([F:23])=[CH:21][CH:20]=[CH:19][C:18]=3[F:24])=[O:15])=[CH:11][CH:10]=2)[CH:7]=1.[F:26][C:27]1[CH:34]=[CH:33][CH:32]=[CH:31][C:28]=1[CH2:29]Br.C(=O)([O-])[O-].[K+].[K+]. Given the product [Cl:1][C:2]1[CH:3]=[CH:4][C:5]([O:25][CH2:29][C:28]2[CH:31]=[CH:32][CH:33]=[CH:34][C:27]=2[F:26])=[C:6]([CH2:8][C:9]2[O:13][C:12]([C:14]([NH:16][C:17]3[C:22]([F:23])=[CH:21][CH:20]=[CH:19][C:18]=3[F:24])=[O:15])=[CH:11][CH:10]=2)[CH:7]=1, predict the reactants needed to synthesize it. (2) Given the product [CH2:12]([O:19][CH2:20][CH2:21][O:11][C:4]1[CH:5]=[CH:6][C:7]([N+:8]([O-:10])=[O:9])=[C:2]([CH3:1])[CH:3]=1)[C:13]1[CH:18]=[CH:17][CH:16]=[CH:15][CH:14]=1, predict the reactants needed to synthesize it. The reactants are: [CH3:1][C:2]1[CH:3]=[C:4]([OH:11])[CH:5]=[CH:6][C:7]=1[N+:8]([O-:10])=[O:9].[CH2:12]([O:19][CH2:20][CH2:21]O)[C:13]1[CH:18]=[CH:17][CH:16]=[CH:15][CH:14]=1.C1(P(C2C=CC=CC=2)C2C=CC=CC=2)C=CC=CC=1. (3) Given the product [CH2:7]([N:17]([CH2:18][CH:19]1[CH2:24][CH2:23][NH:22][CH2:21][CH2:20]1)[C:14]1[CH:15]=[CH:16][C:11]([C:7]2[S:6][C:5]([N:4]=[C:2]([NH2:3])[NH2:1])=[N:9][C:8]=2[CH3:10])=[CH:12][CH:13]=1)[C:11]1[CH:16]=[CH:15][CH:14]=[CH:13][CH:12]=1, predict the reactants needed to synthesize it. The reactants are: [NH2:1][C:2](=[N:4][C:5]1[S:6][C:7]([C:11]2[CH:16]=[CH:15][C:14]([NH:17][CH2:18][CH:19]3[CH2:24][CH2:23][N:22](C(OCC4C=CC=CC=4)=O)[CH2:21][CH2:20]3)=[CH:13][CH:12]=2)=[C:8]([CH3:10])[N:9]=1)[NH2:3].C[Si](I)(C)C. (4) Given the product [CH3:56][N:57]([CH2:58][C:43](/[C:2](=[CH:3]/[C:4]([O:6][CH2:7][CH2:8][C:9]([F:21])([F:20])[C:10]([F:18])([F:19])[C:11]([F:17])([F:16])[C:12]([F:15])([F:14])[F:13])=[O:5])/[C:1]([O:23][CH2:24][CH2:25][C:26]([F:37])([F:38])[C:27]([F:35])([F:36])[C:28]([F:33])([F:34])[C:29]([F:32])([F:31])[F:30])=[O:22])=[S:45])[CH3:60], predict the reactants needed to synthesize it. The reactants are: [C:1]([O:23][CH2:24][CH2:25][C:26]([F:38])([F:37])[C:27]([F:36])([F:35])[C:28]([F:34])([F:33])[C:29]([F:32])([F:31])[F:30])(=[O:22])/[CH:2]=[CH:3]\[C:4]([O:6][CH2:7][CH2:8][C:9]([F:21])([F:20])[C:10]([F:19])([F:18])[C:11]([F:17])([F:16])[C:12]([F:15])([F:14])[F:13])=[O:5].Cl.CN([CH:43]([SH:45])C)C.C(=O)([O-])[O-].[K+].[K+].C(Cl)(Cl)Cl.[CH3:56][N:57]([CH3:60])[CH:58]=O. (5) Given the product [F:13][C:14]1[C:15]([Si:28]([CH3:30])([CH3:29])[CH3:27])=[CH:16][CH:17]=[C:18]2[C:22]=1[N:21]([CH3:23])[C:20](=[O:24])[C:19]2([CH3:26])[CH3:25], predict the reactants needed to synthesize it. The reactants are: C(NC(C)C)(C)C.[Li]CCCC.[F:13][C:14]1[CH:15]=[CH:16][CH:17]=[C:18]2[C:22]=1[N:21]([CH3:23])[C:20](=[O:24])[C:19]2([CH3:26])[CH3:25].[CH3:27][Si:28](Cl)([CH3:30])[CH3:29]. (6) Given the product [CH:45]1([N:48]([CH3:55])[CH2:49]/[CH:50]=[CH:51]/[C:52]([N:30]2[CH2:31][CH2:32][C@@H:28]([NH:27][C:26]3[C:19]4[C:20](=[N:21][CH:22]=[CH:23][C:18]=4[O:17][C:14]4[CH:13]=[CH:12][C:11]([C:10]([NH:9][C:5]5[CH:4]=[C:3]([N:2]([CH3:1])[CH3:43])[CH:8]=[CH:7][N:6]=5)=[O:42])=[CH:16][CH:15]=4)[N:24]([CH2:33][C:34]4[CH:35]=[CH:36][C:37]([O:40][CH3:41])=[CH:38][CH:39]=4)[N:25]=3)[CH2:29]2)=[O:53])[CH2:47][CH2:46]1, predict the reactants needed to synthesize it. The reactants are: [CH3:1][N:2]([CH3:43])[C:3]1[CH:8]=[CH:7][N:6]=[C:5]([NH:9][C:10](=[O:42])[C:11]2[CH:16]=[CH:15][C:14]([O:17][C:18]3[CH:23]=[CH:22][N:21]=[C:20]4[N:24]([CH2:33][C:34]5[CH:39]=[CH:38][C:37]([O:40][CH3:41])=[CH:36][CH:35]=5)[N:25]=[C:26]([NH:27][C@@H:28]5[CH2:32][CH2:31][NH:30][CH2:29]5)[C:19]=34)=[CH:13][CH:12]=2)[CH:4]=1.Cl.[CH:45]1([N:48]([CH3:55])[CH2:49]/[CH:50]=[CH:51]/[C:52](O)=[O:53])[CH2:47][CH2:46]1. (7) Given the product [O:11]1[CH:10]=[CH:9][C:7]([C:1]2[CH:6]=[C:5]([CH:4]=[CH:3][CH:2]=2)[CH:17]=[O:18])=[CH:12]1, predict the reactants needed to synthesize it. The reactants are: [C:1]1([CH3:7])[CH:6]=[CH:5][CH:4]=[CH:3][CH:2]=1.Br[C:9]1C=[CH:12][O:11][CH:10]=1.CN([CH:17]=[O:18])C.C([O-])([O-])=O.[K+].[K+]. (8) The reactants are: [OH:1][C@H:2]([CH2:30][OH:31])[CH2:3][C:4]1[C:12]2[C:11]([C:13]([NH2:15])=[O:14])=[CH:10][CH:9]=[CH:8][C:7]=2[N:6]([C:16]2[CH:21]=[CH:20][C:19]([O:22][C:23]3[CH:28]=[CH:27][C:26]([F:29])=[CH:25][CH:24]=3)=[CH:18][CH:17]=2)[CH:5]=1.O[C@H](CO)CC1C2C(C#N)=CC=CC=2N(C2C=CC(OC3C=CC(F)=CC=3)=CC=2)C=1. Given the product [OH:1][C@H:2]([CH2:30][OH:31])[CH2:3][C:4]1[C:8]2[C:7](=[CH:12][C:11]([C:13]([NH2:15])=[O:14])=[CH:10][CH:9]=2)[N:6]([C:16]2[CH:17]=[CH:18][C:19]([O:22][C:23]3[CH:24]=[CH:25][C:26]([F:29])=[CH:27][CH:28]=3)=[CH:20][CH:21]=2)[CH:5]=1, predict the reactants needed to synthesize it. (9) Given the product [NH4+:9].[OH-:23].[N:35]1([CH:41]2[CH2:46][CH2:45][N:44]([C:16]3[N:17]=[C:18]([C:19]4[CH:20]=[C:21]([CH:26]=[CH:27][C:28]=4[CH3:29])[C:22]([NH:24][CH3:25])=[O:23])[C:13]4[CH2:12][NH:11][C:10](=[O:34])[N:9]([C:3]5[C:2]([F:1])=[CH:7][CH:6]=[CH:5][C:4]=5[F:8])[C:14]=4[N:15]=3)[CH2:43][CH2:42]2)[CH2:40][CH2:39][CH2:38][CH2:37][CH2:36]1, predict the reactants needed to synthesize it. The reactants are: [F:1][C:2]1[CH:7]=[CH:6][CH:5]=[C:4]([F:8])[C:3]=1[N:9]1[C:14]2[N:15]=[C:16](S(C)(=O)=O)[N:17]=[C:18]([C:19]3[CH:20]=[C:21]([CH:26]=[CH:27][C:28]=3[CH3:29])[C:22]([NH:24][CH3:25])=[O:23])[C:13]=2[CH2:12][NH:11][C:10]1=[O:34].[N:35]1([CH:41]2[CH2:46][CH2:45][NH:44][CH2:43][CH2:42]2)[CH2:40][CH2:39][CH2:38][CH2:37][CH2:36]1.